Dataset: Peptide-MHC class I binding affinity with 185,985 pairs from IEDB/IMGT. Task: Regression. Given a peptide amino acid sequence and an MHC pseudo amino acid sequence, predict their binding affinity value. This is MHC class I binding data. (1) The peptide sequence is LQTDNYTLM. The MHC is H-2-Kb with pseudo-sequence H-2-Kb. The binding affinity (normalized) is 0.282. (2) The peptide sequence is VSFNQNLEY. The MHC is HLA-A01:01 with pseudo-sequence HLA-A01:01. The binding affinity (normalized) is 0.699.